Dataset: Catalyst prediction with 721,799 reactions and 888 catalyst types from USPTO. Task: Predict which catalyst facilitates the given reaction. (1) Reactant: [Cl:1][C:2]1[N:10]=[C:9]([Cl:11])[C:8]([F:12])=[CH:7][C:3]=1[C:4]([OH:6])=[O:5].C[Li].FC([I:19])(F)F.O. Product: [Cl:1][C:2]1[N:10]=[C:9]([Cl:11])[C:8]([F:12])=[C:7]([I:19])[C:3]=1[C:4]([OH:6])=[O:5]. The catalyst class is: 165. (2) Reactant: P(Cl)(Cl)(Cl)=O.[CH3:6][O:7][C:8]1[CH:9]=[CH:10][CH:11]=[C:12]2[C:16]=1[NH:15][CH:14]=[CH:13]2.[OH-].[Na+].CN([CH:22]=[O:23])C. Product: [CH3:6][O:7][C:8]1[CH:9]=[CH:10][CH:11]=[C:12]2[C:16]=1[NH:15][CH:14]=[C:13]2[CH:22]=[O:23]. The catalyst class is: 4. (3) Reactant: [NH2:1][C:2]1[N:3]=[CH:4][C:5]2[C:10]([C:11]([C:13]3[CH:18]=[C:17]([NH2:19])[CH:16]=[CH:15][N:14]=3)=[O:12])=[CH:9][N:8]([C:20]([CH3:30])([CH3:29])[CH2:21][O:22]C3CCCCO3)[C:6]=2[N:7]=1.[Cl:31][C:32]1[CH:37]=[CH:36][C:35]([CH2:38][C:39](O)=[O:40])=[CH:34][CH:33]=1.CCN(CC)CC.CCCP(O)(O)=O. Product: [NH2:1][C:2]1[N:3]=[CH:4][C:5]2[C:10]([C:11]([C:13]3[CH:18]=[C:17]([NH:19][C:39](=[O:40])[CH2:38][C:35]4[CH:36]=[CH:37][C:32]([Cl:31])=[CH:33][CH:34]=4)[CH:16]=[CH:15][N:14]=3)=[O:12])=[CH:9][N:8]([C:20]([CH3:29])([CH3:30])[CH2:21][OH:22])[C:6]=2[N:7]=1. The catalyst class is: 1. (4) Reactant: Cl.[Cl:2][C:3]1[CH:8]=[CH:7][C:6]([C@@H:9]([NH:13][C:14]([C:16]2([NH:31]C(=O)OC(C)(C)C)[CH2:21][CH2:20][N:19]([C:22]3[C:23]4[CH:30]=[CH:29][NH:28][C:24]=4[N:25]=[CH:26][N:27]=3)[CH2:18][CH2:17]2)=[O:15])[CH2:10][CH2:11][OH:12])=[CH:5][CH:4]=1. Product: [NH2:31][C:16]1([C:14]([NH:13][C@H:9]([C:6]2[CH:5]=[CH:4][C:3]([Cl:2])=[CH:8][CH:7]=2)[CH2:10][CH2:11][OH:12])=[O:15])[CH2:17][CH2:18][N:19]([C:22]2[C:23]3[CH:30]=[CH:29][NH:28][C:24]=3[N:25]=[CH:26][N:27]=2)[CH2:20][CH2:21]1. The catalyst class is: 4. (5) Reactant: [NH2:1][C:2]1[CH:3]=[N:4][C:5]2[C:10]([C:11]=1[Cl:12])=[CH:9][CH:8]=[CH:7][CH:6]=2.C(N(CC)CC)C.[C:20](Cl)(=[O:24])[CH:21]([CH3:23])[CH3:22]. Product: [Cl:12][C:11]1[C:10]2[C:5](=[CH:6][CH:7]=[CH:8][CH:9]=2)[N:4]=[CH:3][C:2]=1[NH:1][C:20](=[O:24])[CH:21]([CH3:23])[CH3:22]. The catalyst class is: 98. (6) The catalyst class is: 284. Reactant: [N+:1]([C:4]1[CH:5]=[CH:6][C:7]([O:10][C:11]2[CH:16]=[CH:15][C:14]([CH:17]=[CH:18][C:19]([O:21][CH2:22][CH3:23])=[O:20])=[CH:13][CH:12]=2)=[N:8][CH:9]=1)([O-])=O.[Cl-].[NH4+].C(O)(=O)C. Product: [NH2:1][C:4]1[CH:5]=[CH:6][C:7]([O:10][C:11]2[CH:16]=[CH:15][C:14]([CH:17]=[CH:18][C:19]([O:21][CH2:22][CH3:23])=[O:20])=[CH:13][CH:12]=2)=[N:8][CH:9]=1. (7) Reactant: [CH3:1][O:2][C:3]1[CH:8]=[N:7][C:6]([N:9]2[CH:13]=[N:12][C:11]([NH:14][C:15](=[O:20])[C:16]([CH3:19])([CH3:18])[CH3:17])=[N:10]2)=[C:5]2[NH:21][CH:22]=[C:23]([C:24](=[O:28])[C:25]([OH:27])=O)[C:4]=12.[Cl-].[N:30]1[CH:35]=[CH:34][CH:33]=[CH:32][C:31]=1[N:36]1[C:40]([N:41]2[CH2:46][CH2:45][NH2+:44][CH2:43][CH2:42]2)=[N:39][N:38]=[N:37]1.F[B-](F)(F)F.N1(OC(N(C)C)=[N+](C)C)C2C=CC=CC=2N=N1.C(N(CC)C(C)C)(C)C. Product: [CH3:1][O:2][C:3]1[CH:8]=[N:7][C:6]([N:9]2[CH:13]=[N:12][C:11]([NH:14][C:15](=[O:20])[C:16]([CH3:18])([CH3:19])[CH3:17])=[N:10]2)=[C:5]2[NH:21][CH:22]=[C:23]([C:24](=[O:28])[C:25](=[O:27])[N:44]3[CH2:43][CH2:42][N:41]([C:40]4[N:36]([C:31]5[CH:32]=[CH:33][CH:34]=[CH:35][N:30]=5)[N:37]=[N:38][N:39]=4)[CH2:46][CH2:45]3)[C:4]=12. The catalyst class is: 3.